The task is: Predict the reactants needed to synthesize the given product.. This data is from Full USPTO retrosynthesis dataset with 1.9M reactions from patents (1976-2016). (1) Given the product [S:8]1[C:12]2[CH:13]=[CH:14][CH:15]=[CH:16][C:11]=2[N:10]=[C:9]1[S:17]([N:20]1[CH2:25][CH2:24][N:23]([C:51](=[O:52])[CH2:50][N:47]2[CH:46]=[N:45][C:44]3[C:43](=[O:54])[NH:42][C:41]([NH:40][C:38]([O:37][CH2:27][C:28]4[CH:36]=[CH:35][C:34]5[O:33][CH2:32][O:31][C:30]=5[CH:29]=4)=[O:39])=[N:49][C:48]2=3)[CH2:22][C:21]1=[O:26])(=[O:19])=[O:18], predict the reactants needed to synthesize it. The reactants are: FC(F)(F)C(O)=O.[S:8]1[C:12]2[CH:13]=[CH:14][CH:15]=[CH:16][C:11]=2[N:10]=[C:9]1[S:17]([N:20]1[CH2:25][CH2:24][NH:23][CH2:22][C:21]1=[O:26])(=[O:19])=[O:18].[CH2:27]([O:37][C:38]([NH:40][C:41]1[NH:42][C:43](=[O:54])[C:44]2[N:45]=[CH:46][N:47]([CH2:50][C:51](O)=[O:52])[C:48]=2[N:49]=1)=[O:39])[C:28]1[CH:36]=[CH:35][C:34]2[O:33][CH2:32][O:31][C:30]=2[CH:29]=1. (2) Given the product [CH2:12]([C:7]1[CH:8]=[CH:9][CH:10]=[CH:2][C:3]=1[C:4]([O:13]/[N:14]=[C:15](/[C:17]1[CH:25]=[CH:24][C:20]2[O:21][CH2:22][O:23][C:19]=2[CH:18]=1)\[NH2:16])=[O:5])[C:2]1[CH:10]=[CH:9][CH:8]=[CH:7][CH:3]=1, predict the reactants needed to synthesize it. The reactants are: C[C:2]1[CH:10]=[C:9](C)[CH:8]=[C:7]([CH3:12])[C:3]=1[C:4](Cl)=[O:5].[OH:13]/[N:14]=[C:15](/[C:17]1[CH:25]=[CH:24][C:20]2[O:21][CH2:22][O:23][C:19]=2[CH:18]=1)\[NH2:16].